From a dataset of Full USPTO retrosynthesis dataset with 1.9M reactions from patents (1976-2016). Predict the reactants needed to synthesize the given product. (1) Given the product [F:1][C:2]1[CH:3]=[CH:4][C:5]2[N:9]=[C:8]([CH:10]([NH:12][C:22]3[N:30]=[CH:29][N:28]=[C:27]4[C:23]=3[N:24]=[CH:25][NH:26]4)[CH3:11])[N:7]([C:13]3[CH:18]=[CH:17][CH:16]=[CH:15][C:14]=3[F:19])[C:6]=2[CH:20]=1, predict the reactants needed to synthesize it. The reactants are: [F:1][C:2]1[CH:3]=[CH:4][C:5]2[N:9]=[C:8]([C@@H:10]([NH2:12])[CH3:11])[N:7]([C:13]3[CH:18]=[CH:17][CH:16]=[CH:15][C:14]=3[F:19])[C:6]=2[CH:20]=1.Cl[C:22]1[N:30]=[CH:29][N:28]=[C:27]2[C:23]=1[N:24]=[CH:25][N:26]2C1CCCCO1.CCN(C(C)C)C(C)C. (2) Given the product [F:1][C:2]1[CH:7]=[CH:6][C:5]([N:8]2[C:13](=[O:14])[CH:12]=[CH:11][C:10]([C:15]([OH:17])=[O:16])=[CH:9]2)=[CH:4][CH:3]=1, predict the reactants needed to synthesize it. The reactants are: [F:1][C:2]1[CH:7]=[CH:6][C:5]([N:8]2[C:13](=[O:14])[CH:12]=[CH:11][C:10]([C:15]([O:17]C)=[O:16])=[CH:9]2)=[CH:4][CH:3]=1.[OH-].[Na+]. (3) Given the product [CH2:1]([S:3]([C:6]1[CH:14]=[CH:13][CH:12]=[C:8]2[C:9]([O:17][C:15](=[O:16])[C:7]=12)=[O:11])(=[O:4])=[O:5])[CH3:2], predict the reactants needed to synthesize it. The reactants are: [CH2:1]([S:3]([C:6]1[CH:14]=[CH:13][CH:12]=[C:8]([C:9]([OH:11])=O)[C:7]=1[C:15]([OH:17])=[O:16])(=[O:5])=[O:4])[CH3:2]. (4) The reactants are: [Cl-].[Cl-].[Cl-].[Al+3].[Br:5][CH2:6][C:7](Br)=[O:8].[CH3:10][O:11][C:12]([C:14]1[CH:18]=[CH:17][S:16][CH:15]=1)=[O:13]. Given the product [CH3:10][O:11][C:12]([C:14]1[CH:18]=[C:17]([C:7](=[O:8])[CH2:6][Br:5])[S:16][CH:15]=1)=[O:13], predict the reactants needed to synthesize it. (5) Given the product [S:24]1[C:20]2[CH:19]=[C:18]([NH:17][C:2]3[CH:12]=[C:11]([NH:13][CH:14]([CH3:16])[CH3:15])[C:5]([C:6]([O:8][CH2:9][CH3:10])=[O:7])=[CH:4][N:3]=3)[CH:26]=[CH:25][C:21]=2[N:22]=[CH:23]1, predict the reactants needed to synthesize it. The reactants are: Cl[C:2]1[CH:12]=[C:11]([NH:13][CH:14]([CH3:16])[CH3:15])[C:5]([C:6]([O:8][CH2:9][CH3:10])=[O:7])=[CH:4][N:3]=1.[NH2:17][C:18]1[CH:26]=[CH:25][C:21]2[N:22]=[CH:23][S:24][C:20]=2[CH:19]=1.CC1(C)C2C(=C(P(C3C=CC=CC=3)C3C=CC=CC=3)C=CC=2)OC2C(P(C3C=CC=CC=3)C3C=CC=CC=3)=CC=CC1=2.C([O-])([O-])=O.[Na+].[Na+]. (6) The reactants are: O[C:2]([CH2:4][CH2:5][CH2:6][CH2:7][C@H:8]1[C@@H:16]2[C@@H:11]([NH:12][C:13]([NH:15]2)=[O:14])[CH2:10][S:9]1)=[O:3].[Na+].[Cl-].N[C@H](C(C(CCCC[C@H]1[C@@H]2[C@@H](NC(N2)=O)CS1)=O)=O)CS.P([O-])([O-])([O-])=O.CCCCCCCCCCCCOS([O-])(=O)=O.[Na+].[NH2:63][C@H:64]([C:67]([OH:69])=[O:68])[CH2:65][SH:66]. Given the product [C:2]([NH:63][C@H:64]([C:67]([OH:69])=[O:68])[CH2:65][SH:66])(=[O:3])[CH2:4][CH2:5][CH2:6][CH2:7][C@H:8]1[C@@H:16]2[C@@H:11]([NH:12][C:13]([NH:15]2)=[O:14])[CH2:10][S:9]1, predict the reactants needed to synthesize it.